The task is: Predict the reactants needed to synthesize the given product.. This data is from Full USPTO retrosynthesis dataset with 1.9M reactions from patents (1976-2016). Given the product [CH:1]1([N:6]2[CH2:12][CH2:11][C:10]3[CH:13]=[CH:14][C:15]([N:17]4[CH2:18][CH2:19][NH:20][CH2:21][CH2:22]4)=[CH:16][C:9]=3[CH2:8][CH2:7]2)[CH2:5][CH2:4][CH2:3][CH2:2]1, predict the reactants needed to synthesize it. The reactants are: [CH:1]1([N:6]2[CH2:12][CH2:11][C:10]3[CH:13]=[CH:14][C:15]([N:17]4[CH2:22][CH2:21][N:20](C(OCC5C=CC=CC=5)=O)[CH2:19][CH2:18]4)=[CH:16][C:9]=3[CH2:8][CH2:7]2)[CH2:5][CH2:4][CH2:3][CH2:2]1.